Dataset: Reaction yield outcomes from USPTO patents with 853,638 reactions. Task: Predict the reaction yield, written as a fraction of the theoretical maximum amount of product (1.0 means a 100% yield; for example, 0.34 means a 34% yield). (1) The reactants are I[C:2]1[CH:7]=[CH:6][C:5]([C:8]2[CH:13]=[CH:12][CH:11]=[CH:10][C:9]=2[C:14]#[N:15])=[CH:4][CH:3]=1.C(N(CC)CC)C.[BH3:23].[OH:24][C:25]([C:28]([OH:31])([CH3:30])[CH3:29])([CH3:27])[CH3:26]. The catalyst is [Pd].C(#N)C. The product is [CH3:26][C:25]1([CH3:27])[C:28]([CH3:30])([CH3:29])[O:31][B:23]([C:2]2[CH:7]=[CH:6][C:5]([C:8]3[CH:13]=[CH:12][CH:11]=[CH:10][C:9]=3[C:14]#[N:15])=[CH:4][CH:3]=2)[O:24]1. The yield is 0.579. (2) The reactants are [CH3:1][O:2][C:3]1[CH:8]=[CH:7][C:6]([C:9]2[C:14]([C:15]3[CH:20]=[CH:19][C:18]([O:21][CH3:22])=[CH:17][CH:16]=3)=[N:13][N:12]([CH2:23][CH2:24]O)[C:11](=[O:26])[CH:10]=2)=[CH:5][CH:4]=1.C1(C)C=CC(S(Cl)(=O)=O)=CC=1.[NH:38]1[CH2:43][CH2:42][O:41][CH2:40][CH2:39]1. No catalyst specified. The product is [CH3:1][O:2][C:3]1[CH:8]=[CH:7][C:6]([C:9]2[C:14]([C:15]3[CH:16]=[CH:17][C:18]([O:21][CH3:22])=[CH:19][CH:20]=3)=[N:13][N:12]([CH2:23][CH2:24][N:38]3[CH2:43][CH2:42][O:41][CH2:40][CH2:39]3)[C:11](=[O:26])[CH:10]=2)=[CH:5][CH:4]=1. The yield is 0.426. (3) The product is [CH3:25][N:12]1[C:13]2[C:9](=[CH:8][CH:7]=[C:6]([N+:3]([O-:5])=[O:4])[CH:14]=2)[C:10]([C:15](=[O:23])[C:16]([N:18]2[CH2:22][CH2:21][CH2:20][CH2:19]2)=[O:17])=[CH:11]1. The yield is 0.990. The catalyst is C1COCC1.O. The reactants are [H-].[Na+].[N+:3]([C:6]1[CH:14]=[C:13]2[C:9]([C:10]([C:15](=[O:23])[C:16]([N:18]3[CH2:22][CH2:21][CH2:20][CH2:19]3)=[O:17])=[CH:11][NH:12]2)=[CH:8][CH:7]=1)([O-:5])=[O:4].I[CH3:25]. (4) The reactants are [C:1]([N:8]1[CH2:12][CH2:11][CH2:10][CH2:9]1)([O:3][C:4]([CH3:7])([CH3:6])[CH3:5])=[O:2].CN(CCN(C)C)C.N[C@H](C(O)=O)C[SeH].[Li]CCCC.[CH3:33][C:34]1[C:38]([C:39]2[CH:40]=[C:41]([CH:58]=[O:59])[C:42]3[N:46]=[C:45]([O:47][CH2:48][CH3:49])[N:44](C(OC(C)(C)C)=O)[C:43]=3[CH:57]=2)=[C:37]([CH3:60])[O:36][N:35]=1. The catalyst is CC1OCCC1. The product is [CH3:33][C:34]1[C:38]([C:39]2[CH:40]=[C:41]([CH:58]([OH:59])[CH:12]3[CH2:11][CH2:10][CH2:9][N:8]3[C:1]([O:3][C:4]([CH3:7])([CH3:6])[CH3:5])=[O:2])[C:42]3[N:46]=[C:45]([O:47][CH2:48][CH3:49])[NH:44][C:43]=3[CH:57]=2)=[C:37]([CH3:60])[O:36][N:35]=1. The yield is 0.300. (5) The reactants are [H-].[Na+].C1OCCOCCOCCOCCOC1.[F:18][C:19]1[C:20]([CH2:31][N:32]([CH3:40])[C:33](=[O:39])[O:34][C:35]([CH3:38])([CH3:37])[CH3:36])=[CH:21][NH:22][C:23]=1[C:24]1[C:25]([F:30])=[N:26][CH:27]=[CH:28][CH:29]=1.[CH3:41][O:42][C:43]1[N:48]=[CH:47][C:46]([S:49](Cl)(=[O:51])=[O:50])=[CH:45][CH:44]=1. The catalyst is O1CCCC1.O. The product is [F:18][C:19]1[C:20]([CH2:31][N:32]([CH3:40])[C:33](=[O:39])[O:34][C:35]([CH3:36])([CH3:37])[CH3:38])=[CH:21][N:22]([S:49]([C:46]2[CH:47]=[N:48][C:43]([O:42][CH3:41])=[CH:44][CH:45]=2)(=[O:50])=[O:51])[C:23]=1[C:24]1[C:25]([F:30])=[N:26][CH:27]=[CH:28][CH:29]=1. The yield is 1.00. (6) The product is [CH2:11]([C:4]1[S:3][C:2]2[NH:1][C:17](=[O:23])[N:41]([CH2:40][CH2:39][CH2:38][C:32]3[CH:37]=[CH:36][CH:35]=[CH:34][CH:33]=3)[C:7](=[O:9])[C:6]=2[CH:5]=1)[CH3:12]. The catalyst is C(Cl)Cl. The yield is 0.950. The reactants are [NH2:1][C:2]1[S:3][C:4]([CH2:11][CH3:12])=[CH:5][C:6]=1[C:7]([O:9]C)=O.ClC(Cl)(O[C:17](=[O:23])OC(Cl)(Cl)Cl)Cl.C(N(CC)CC)C.[C:32]1([CH2:38][CH2:39][CH2:40][NH2:41])[CH:37]=[CH:36][CH:35]=[CH:34][CH:33]=1. (7) The yield is 0.430. The product is [NH2:1][CH2:2][C@@:3]1([CH2:15][C:16]([OH:18])=[O:17])[CH2:9][C@H:8]2[C@@H:4]1[CH:5]=[C:6]([CH:10]1[CH2:14][CH2:13][CH2:12][CH2:11]1)[CH2:7]2. The reactants are [NH2:1][CH2:2][C@@:3]1([CH2:15][C:16]([O:18]C(C)(C)C)=[O:17])[CH2:9][C@H:8]2[C@@H:4]1[CH:5]=[C:6]([CH:10]1[CH2:14][CH2:13][CH2:12][CH2:11]1)[CH2:7]2. The catalyst is Cl.C(OCC)(=O)C. (8) The reactants are [NH2:1][C@H:2]([C:11]([OH:13])=[O:12])[CH2:3][C:4]1[CH:9]=[CH:8][C:7]([OH:10])=[CH:6][CH:5]=1.S(Cl)([Cl:16])=O.[CH3:18]O. No catalyst specified. The product is [ClH:16].[CH3:18][O:12][C:11](=[O:13])[C@H:2]([CH2:3][C:4]1[CH:5]=[CH:6][C:7]([OH:10])=[CH:8][CH:9]=1)[NH2:1]. The yield is 0.901. (9) The reactants are [S:1]([N:17]([S:25]([C:28]1[C:40]2[CH:39]=[CH:38][CH:37]=[C:33]([N:34]([CH3:36])[CH3:35])[C:32]=2[CH:31]=[CH:30][CH:29]=1)(=[O:27])=[O:26])[CH2:18][CH2:19][S:20][S:21][CH2:22][CH2:23][NH2:24])([C:4]1[C:16]2[CH:15]=[CH:14][CH:13]=[C:9]([N:10]([CH3:12])[CH3:11])[C:8]=2[CH:7]=[CH:6][CH:5]=1)(=[O:3])=[O:2].C(C(O)=O)CP(CCC(O)=O)CCC(O)=O.Br[C:58]1[C:63](=[O:64])[NH:62][C:60](=[O:61])[C:59]=1Br.CC([O-])=O.[Na+]. The catalyst is CO. The product is [S:1]([N:17]([S:25]([C:28]1[C:40]2[CH:39]=[CH:38][CH:37]=[C:33]([N:34]([CH3:36])[CH3:35])[C:32]=2[CH:31]=[CH:30][CH:29]=1)(=[O:26])=[O:27])[CH2:18][CH2:19][S:20][S:21][CH2:22][CH2:23][NH2:24])([C:4]1[C:16]2[CH:15]=[CH:14][CH:13]=[C:9]([N:10]([CH3:11])[CH3:12])[C:8]=2[CH:7]=[CH:6][CH:5]=1)(=[O:3])=[O:2].[C:60]1(=[O:61])[NH:62][C:63](=[O:64])[CH:58]=[CH:59]1. The yield is 0.400. (10) The reactants are [CH3:1][N:2]([CH3:46])[CH2:3][C:4]([NH:6][C:7]1[CH:8]=[CH:9][C:10]([O:44][CH3:45])=[C:11]([NH:13][C:14]2[N:15]=[C:16]([NH:33][C:34]3[CH:42]=[CH:41][CH:40]=[C:39]([F:43])[C:35]=3[C:36]([NH2:38])=[O:37])[C:17]3[CH:22]=[CH:21][N:20](S(C4C=CC(C)=CC=4)(=O)=O)[C:18]=3[N:19]=2)[CH:12]=1)=[O:5].[OH-].[K+].CCOC(C)=O.C([O-])(O)=O.[Na+]. The catalyst is O1CCOCC1. The yield is 0.480. The product is [CH3:1][N:2]([CH3:46])[CH2:3][C:4]([NH:6][C:7]1[CH:8]=[CH:9][C:10]([O:44][CH3:45])=[C:11]([NH:13][C:14]2[NH:19][C:18]3=[N:20][CH:21]=[CH:22][C:17]3=[C:16]([NH:33][C:34]3[CH:42]=[CH:41][CH:40]=[C:39]([F:43])[C:35]=3[C:36]([NH2:38])=[O:37])[N:15]=2)[CH:12]=1)=[O:5].